This data is from Reaction yield outcomes from USPTO patents with 853,638 reactions. The task is: Predict the reaction yield, written as a fraction of the theoretical maximum amount of product (1.0 means a 100% yield; for example, 0.34 means a 34% yield). (1) The reactants are [CH3:1][C:2]1[N:3]([S:12]([C:15]2[CH:20]=[CH:19][CH:18]=[CH:17][CH:16]=2)(=[O:14])=[O:13])[CH:4]=[CH:5][C:6]=1[C:7]([O:9][CH2:10][CH3:11])=[O:8].[Br:21]N1C(=O)CCC1=O. The catalyst is C(Cl)(Cl)(Cl)Cl.C(OOC(=O)C1C=CC=CC=1)(=O)C1C=CC=CC=1. The product is [Br:21][CH2:1][C:2]1[N:3]([S:12]([C:15]2[CH:20]=[CH:19][CH:18]=[CH:17][CH:16]=2)(=[O:14])=[O:13])[CH:4]=[CH:5][C:6]=1[C:7]([O:9][CH2:10][CH3:11])=[O:8]. The yield is 0.960. (2) The reactants are [O:1]=[C:2]1[C:10]2[C:5](=[CH:6][CH:7]=[CH:8][CH:9]=2)[C:4](=[O:11])[N:3]1[CH2:12][CH2:13][CH2:14][C:15]1[CH:16]=[C:17]([CH:20]=[CH:21][CH:22]=1)[CH:18]=O.[Br-].[C:24]1([C:50]2[CH:55]=[CH:54][CH:53]=[CH:52][CH:51]=2)[CH:29]=[CH:28][CH:27]=[CH:26][C:25]=1[CH2:30][P+](C1C=CC=CC=1)(C1C=CC=CC=1)C1C=CC=CC=1. The product is [C:24]1([C:50]2[CH:51]=[CH:52][CH:53]=[CH:54][CH:55]=2)[CH:29]=[CH:28][CH:27]=[CH:26][C:25]=1/[CH:30]=[CH:18]/[C:17]1[CH:16]=[C:15]([CH2:14][CH2:13][CH2:12][N:3]2[C:4](=[O:11])[C:5]3[C:10](=[CH:9][CH:8]=[CH:7][CH:6]=3)[C:2]2=[O:1])[CH:22]=[CH:21][CH:20]=1. The yield is 0.130. No catalyst specified. (3) The reactants are [NH2:1][C:2]1[CH:7]=[CH:6][C:5]([CH2:8][CH2:9][CH2:10][C:11]([O:13][CH3:14])=[O:12])=[CH:4][CH:3]=1.C(N(C(C)C)CC)(C)C.Cl[C:25](=[O:30])[C:26]([O:28][CH3:29])=O.Cl.O.[NH2:33][NH2:34].[F:35][C:36]1[CH:41]=[CH:40][CH:39]=[CH:38][C:37]=1[N:42]=C=S.CCN=C=NCCCN(C)C. The catalyst is C(Cl)Cl.CN(C=O)C. The product is [F:35][C:36]1[CH:41]=[CH:40][CH:39]=[CH:38][C:37]=1[NH:42][C:29]1[O:28][C:26]([C:25]([NH:1][C:2]2[CH:3]=[CH:4][C:5]([CH2:8][CH2:9][CH2:10][C:11]([O:13][CH3:14])=[O:12])=[CH:6][CH:7]=2)=[O:30])=[N:34][N:33]=1. The yield is 0.440. (4) The reactants are [NH2:1][C:2]1[CH:7]=[CH:6][C:5]([C:8]([CH3:12])([CH3:11])[CH2:9][OH:10])=[CH:4][CH:3]=1.CS(O[C@@H:18]([C:36]1[CH:41]=[CH:40][C:39]([N+:42]([O-:44])=[O:43])=[CH:38][CH:37]=1)[CH2:19][CH2:20][C@@H:21](OS(C)(=O)=O)[C:22]1[CH:27]=[CH:26][C:25]([N+:28]([O-:30])=[O:29])=[CH:24][CH:23]=1)(=O)=O.C(OCC)(=O)C.CCCCCC. The catalyst is CN(C=O)C. The product is [N+:28]([C:25]1[CH:26]=[CH:27][C:22]([C@@H:21]2[CH2:20][CH2:19][C@@H:18]([C:36]3[CH:37]=[CH:38][C:39]([N+:42]([O-:44])=[O:43])=[CH:40][CH:41]=3)[N:1]2[C:2]2[CH:3]=[CH:4][C:5]([C:8]([CH3:12])([CH3:11])[CH2:9][OH:10])=[CH:6][CH:7]=2)=[CH:23][CH:24]=1)([O-:30])=[O:29]. The yield is 0.341. (5) The reactants are ClC1C=C(C=CC=1)C(OO)=[O:6].[C:12]([O:16][C:17](=[O:30])[C@@H:18]([NH:22][C:23]([O:25][C:26]([CH3:29])([CH3:28])[CH3:27])=[O:24])[CH2:19][CH:20]=[CH2:21])([CH3:15])([CH3:14])[CH3:13]. The product is [C:12]([O:16][C:17](=[O:30])[C@@H:18]([NH:22][C:23]([O:25][C:26]([CH3:29])([CH3:28])[CH3:27])=[O:24])[CH2:19][CH:20]1[CH2:21][O:6]1)([CH3:15])([CH3:13])[CH3:14]. The catalyst is ClCCl. The yield is 0.550. (6) The reactants are [Cl:1][C:2]1[N:3]=[C:4](Cl)[C:5]2[CH2:10][CH2:9][CH:8]([C:11]3[CH:16]=[CH:15][C:14]([F:17])=[CH:13][CH:12]=3)[C:6]=2[N:7]=1.Cl.[C@H:20]12[CH2:26][C@H:23]([NH:24][CH2:25]1)[CH2:22][O:21]2.CCN(C(C)C)C(C)C. The catalyst is CO. The product is [Cl:1][C:2]1[N:3]=[C:4]([N:24]2[CH2:25][C@@H:20]3[CH2:26][C@H:23]2[CH2:22][O:21]3)[C:5]2[CH2:10][CH2:9][CH:8]([C:11]3[CH:16]=[CH:15][C:14]([F:17])=[CH:13][CH:12]=3)[C:6]=2[N:7]=1. The yield is 0.606. (7) The reactants are [Br:1][C:2]1[CH:3]=[C:4]([CH:6]=[CH:7][CH:8]=1)[NH2:5].[C:9](O[C:9]([O:11][C:12]([CH3:15])([CH3:14])[CH3:13])=[O:10])([O:11][C:12]([CH3:15])([CH3:14])[CH3:13])=[O:10]. The catalyst is ClCCl. The product is [Br:1][C:2]1[CH:3]=[C:4]([NH:5][C:9](=[O:10])[O:11][C:12]([CH3:15])([CH3:14])[CH3:13])[CH:6]=[CH:7][CH:8]=1. The yield is 0.980. (8) The reactants are [CH2:1]([O:8][C@@H:9]1[C@@H:15]([O:16][CH2:17][C:18]2[CH:23]=[CH:22][CH:21]=[CH:20][CH:19]=2)[C@@H:14]([O:24][CH2:25][C:26]2[CH:31]=[CH:30][CH:29]=[CH:28][CH:27]=2)[C@@H:13]([CH2:32][O:33][CH2:34][C:35]2[CH:40]=[CH:39][CH:38]=[CH:37][CH:36]=2)[O:12][CH:10]1[OH:11])[C:2]1[CH:7]=[CH:6][CH:5]=[CH:4][CH:3]=1.[BH4-].[Na+]. The catalyst is C(O)C. The product is [CH2:1]([O:8][C@H:9]([C@H:15]([C@H:14]([C@@H:13]([CH2:32][O:33][CH2:34][C:35]1[CH:36]=[CH:37][CH:38]=[CH:39][CH:40]=1)[OH:12])[O:24][CH2:25][C:26]1[CH:27]=[CH:28][CH:29]=[CH:30][CH:31]=1)[O:16][CH2:17][C:18]1[CH:23]=[CH:22][CH:21]=[CH:20][CH:19]=1)[CH2:10][OH:11])[C:2]1[CH:3]=[CH:4][CH:5]=[CH:6][CH:7]=1. The yield is 0.910. (9) The reactants are C([O:9][CH2:10][CH2:11][CH2:12][O:13][C:14]1[CH:19]=[CH:18][CH:17]=[C:16]([CH:20]([C:33]2[CH:38]=[CH:37][CH:36]=[CH:35][CH:34]=2)[NH:21][C:22]([O:24][C@@H:25]2[CH:30]3[CH2:31][CH2:32][N:27]([CH2:28][CH2:29]3)[CH2:26]2)=[O:23])[CH:15]=1)(=O)C1C=CC=CC=1.O.[OH-].[Li+]. The catalyst is CO.O. The product is [N:27]12[CH2:28][CH2:29][CH:30]([CH2:31][CH2:32]1)[C@@H:25]([O:24][C:22](=[O:23])[NH:21][CH:20]([C:16]1[CH:17]=[CH:18][CH:19]=[C:14]([O:13][CH2:12][CH2:11][CH2:10][OH:9])[CH:15]=1)[C:33]1[CH:34]=[CH:35][CH:36]=[CH:37][CH:38]=1)[CH2:26]2. The yield is 0.930.